This data is from Reaction yield outcomes from USPTO patents with 853,638 reactions. The task is: Predict the reaction yield, written as a fraction of the theoretical maximum amount of product (1.0 means a 100% yield; for example, 0.34 means a 34% yield). The reactants are [N+:1]([C:4]1[CH:9]=[CH:8][N+:7]([O-:10])=[CH:6][CH:5]=1)([O-:3])=[O:2].Cl[CH2:12][S:13]([C:16]1[CH:21]=[CH:20][CH:19]=[CH:18][CH:17]=1)(=[O:15])=[O:14].[OH-].[K+].Cl. The catalyst is CS(C)=O.O. The product is [N+:1]([C:4]1[CH:9]=[CH:8][N+:7]([O-:10])=[CH:6][C:5]=1[CH2:12][S:13]([C:16]1[CH:21]=[CH:20][CH:19]=[CH:18][CH:17]=1)(=[O:15])=[O:14])([O-:3])=[O:2]. The yield is 0.410.